Dataset: NCI-60 drug combinations with 297,098 pairs across 59 cell lines. Task: Regression. Given two drug SMILES strings and cell line genomic features, predict the synergy score measuring deviation from expected non-interaction effect. (1) Drug 1: C(CC(=O)O)C(=O)CN.Cl. Drug 2: COC1=C2C(=CC3=C1OC=C3)C=CC(=O)O2. Cell line: UACC-257. Synergy scores: CSS=0.376, Synergy_ZIP=-0.345, Synergy_Bliss=1.01, Synergy_Loewe=-1.41, Synergy_HSA=-1.39. (2) Cell line: CCRF-CEM. Drug 1: C1CC(C1)(C(=O)O)C(=O)O.[NH2-].[NH2-].[Pt+2]. Synergy scores: CSS=37.6, Synergy_ZIP=3.32, Synergy_Bliss=3.02, Synergy_Loewe=-21.0, Synergy_HSA=-0.0569. Drug 2: CC=C1C(=O)NC(C(=O)OC2CC(=O)NC(C(=O)NC(CSSCCC=C2)C(=O)N1)C(C)C)C(C)C. (3) Drug 1: CC1CCCC2(C(O2)CC(NC(=O)CC(C(C(=O)C(C1O)C)(C)C)O)C(=CC3=CSC(=N3)C)C)C. Drug 2: CC1C(C(CC(O1)OC2CC(CC3=C2C(=C4C(=C3O)C(=O)C5=C(C4=O)C(=CC=C5)OC)O)(C(=O)CO)O)N)O.Cl. Cell line: SK-MEL-2. Synergy scores: CSS=44.7, Synergy_ZIP=-2.58, Synergy_Bliss=-4.41, Synergy_Loewe=-3.69, Synergy_HSA=-3.69. (4) Drug 1: C(CC(=O)O)C(=O)CN.Cl. Drug 2: CC1C(C(CC(O1)OC2CC(CC3=C2C(=C4C(=C3O)C(=O)C5=C(C4=O)C(=CC=C5)OC)O)(C(=O)CO)O)N)O.Cl. Cell line: MOLT-4. Synergy scores: CSS=41.6, Synergy_ZIP=-7.50, Synergy_Bliss=-12.9, Synergy_Loewe=-16.4, Synergy_HSA=-9.83. (5) Drug 1: C1=NC2=C(N=C(N=C2N1C3C(C(C(O3)CO)O)O)F)N. Drug 2: CCN(CC)CCCC(C)NC1=C2C=C(C=CC2=NC3=C1C=CC(=C3)Cl)OC. Cell line: CCRF-CEM. Synergy scores: CSS=36.1, Synergy_ZIP=-1.79, Synergy_Bliss=-2.11, Synergy_Loewe=-10.8, Synergy_HSA=-3.00.